Dataset: Forward reaction prediction with 1.9M reactions from USPTO patents (1976-2016). Task: Predict the product of the given reaction. The product is: [CH2:2]([N:9]1[CH2:14][CH2:13][CH:12]2[C:11](=[N:27][CH:25]=[N:26][C:15]2=[O:17])[CH2:10]1)[C:3]1[CH:8]=[CH:7][CH:6]=[CH:5][CH:4]=1. Given the reactants Cl.[CH2:2]([N:9]1[CH2:14][CH2:13][CH:12]([C:15]([O:17]CC)=O)[C:11](=O)[CH2:10]1)[C:3]1[CH:8]=[CH:7][CH:6]=[CH:5][CH:4]=1.C(O)(=O)C.[CH:25]([NH2:27])=[NH:26], predict the reaction product.